Predict the reactants needed to synthesize the given product. From a dataset of Full USPTO retrosynthesis dataset with 1.9M reactions from patents (1976-2016). (1) Given the product [ClH:39].[CH3:25][NH:24][CH2:23][C:11]1[S:12][C:13]([S:14]([C:17]2[CH:18]=[CH:19][CH:20]=[CH:21][CH:22]=2)(=[O:16])=[O:15])=[C:9]([C:8]2[C:3]([C:1]#[N:2])=[N:4][CH:5]=[CH:6][CH:7]=2)[CH:10]=1, predict the reactants needed to synthesize it. The reactants are: [C:1]([C:3]1[C:8]([C:9]2[CH:10]=[C:11]([CH2:23][N:24](C)[C:25](=O)OC(C)(C)C)[S:12][C:13]=2[S:14]([C:17]2[CH:22]=[CH:21][CH:20]=[CH:19][CH:18]=2)(=[O:16])=[O:15])=[CH:7][CH:6]=[CH:5][N:4]=1)#[N:2].C(OCC)(=O)C.[ClH:39]. (2) Given the product [CH2:1]([P:3]([OH:4])([CH2:6][C:7]([OH:9])=[O:8])=[O:5])[CH3:2], predict the reactants needed to synthesize it. The reactants are: [CH2:1]([P:3]([CH2:6][CH2:7][OH:8])(=[O:5])[OH:4])[CH3:2].[OH-:9].[Na+].C. (3) Given the product [CH2:6]([C:8]1[CH:13]=[C:12]([C:14]([O:16][CH2:17][CH3:18])=[O:15])[CH:11]=[CH:10][N:9]=1)[CH3:7], predict the reactants needed to synthesize it. The reactants are: S(=O)(=O)(O)O.[CH2:6]([C:8]1[CH:13]=[C:12]([C:14]([OH:16])=[O:15])[CH:11]=[CH:10][N:9]=1)[CH3:7].[CH2:17](O)[CH3:18]. (4) The reactants are: [F:1][C:2]1[CH:3]=[CH:4][C:5]([N+:15]([O-])=O)=[C:6]([NH:8][C:9]2[CH:14]=[CH:13][N:12]=[CH:11][CH:10]=2)[CH:7]=1.CO.[NH4+].[Cl-]. Given the product [F:1][C:2]1[CH:7]=[C:6]([NH:8][C:9]2[CH:10]=[CH:11][N:12]=[CH:13][CH:14]=2)[C:5]([NH2:15])=[CH:4][CH:3]=1, predict the reactants needed to synthesize it.